This data is from Catalyst prediction with 721,799 reactions and 888 catalyst types from USPTO. The task is: Predict which catalyst facilitates the given reaction. (1) Reactant: [CH3:1][C:2]1[CH:3]=[N:4][CH:5]=[CH:6][C:7]=1[CH:8]=[O:9].[CH3:10][Mg]Br.[Cl-].[NH4+]. Product: [CH3:1][C:2]1[CH:3]=[N:4][CH:5]=[CH:6][C:7]=1[CH:8]([OH:9])[CH3:10]. The catalyst class is: 7. (2) Product: [CH2:1]([C@@H:8]1[C@@H:16]([O:17][CH2:18][CH2:19][CH2:20][O:21][CH3:32])[C@H:15]([CH3:22])[O:14][C:13](=[O:23])[C@@H:12]([NH:24][C:25](=[O:31])[O:26][C:27]([CH3:30])([CH3:29])[CH3:28])[CH2:11][O:10][CH2:9]1)[C:2]1[CH:3]=[CH:4][CH:5]=[CH:6][CH:7]=1. Reactant: [CH2:1]([C@@H:8]1[C@@H:16]([O:17][CH2:18][CH2:19][CH2:20][OH:21])[C@H:15]([CH3:22])[O:14][C:13](=[O:23])[C@@H:12]([NH:24][C:25](=[O:31])[O:26][C:27]([CH3:30])([CH3:29])[CH3:28])[CH2:11][O:10][CH2:9]1)[C:2]1[CH:7]=[CH:6][CH:5]=[CH:4][CH:3]=1.[CH3:32]N(C1C2C(N(C)C)=CC=CC=2C=CC=1)C.F[B-](F)(F)F.C[O+](C)C. The catalyst class is: 2.